Dataset: NCI-60 drug combinations with 297,098 pairs across 59 cell lines. Task: Regression. Given two drug SMILES strings and cell line genomic features, predict the synergy score measuring deviation from expected non-interaction effect. (1) Drug 2: B(C(CC(C)C)NC(=O)C(CC1=CC=CC=C1)NC(=O)C2=NC=CN=C2)(O)O. Drug 1: CC1=C2C(C(=O)C3(C(CC4C(C3C(C(C2(C)C)(CC1OC(=O)C(C(C5=CC=CC=C5)NC(=O)OC(C)(C)C)O)O)OC(=O)C6=CC=CC=C6)(CO4)OC(=O)C)O)C)O. Cell line: SK-OV-3. Synergy scores: CSS=18.5, Synergy_ZIP=-4.56, Synergy_Bliss=-4.21, Synergy_Loewe=-13.0, Synergy_HSA=-7.42. (2) Drug 1: CC1C(C(CC(O1)OC2CC(OC(C2O)C)OC3=CC4=CC5=C(C(=O)C(C(C5)C(C(=O)C(C(C)O)O)OC)OC6CC(C(C(O6)C)O)OC7CC(C(C(O7)C)O)OC8CC(C(C(O8)C)O)(C)O)C(=C4C(=C3C)O)O)O)O. Drug 2: CC1=C(N=C(N=C1N)C(CC(=O)N)NCC(C(=O)N)N)C(=O)NC(C(C2=CN=CN2)OC3C(C(C(C(O3)CO)O)O)OC4C(C(C(C(O4)CO)O)OC(=O)N)O)C(=O)NC(C)C(C(C)C(=O)NC(C(C)O)C(=O)NCCC5=NC(=CS5)C6=NC(=CS6)C(=O)NCCC[S+](C)C)O. Cell line: HOP-92. Synergy scores: CSS=29.2, Synergy_ZIP=-2.78, Synergy_Bliss=-3.25, Synergy_Loewe=-6.04, Synergy_HSA=-0.358. (3) Drug 1: C1=NC2=C(N1)C(=S)N=CN2. Drug 2: CCC1(C2=C(COC1=O)C(=O)N3CC4=CC5=C(C=CC(=C5CN(C)C)O)N=C4C3=C2)O.Cl. Cell line: U251. Synergy scores: CSS=52.4, Synergy_ZIP=-2.69, Synergy_Bliss=-3.19, Synergy_Loewe=-9.34, Synergy_HSA=1.34. (4) Drug 2: CN1C(=O)N2C=NC(=C2N=N1)C(=O)N. Synergy scores: CSS=42.6, Synergy_ZIP=0.397, Synergy_Bliss=-0.446, Synergy_Loewe=-31.8, Synergy_HSA=-1.38. Cell line: CAKI-1. Drug 1: COC1=C(C=C2C(=C1)N=CN=C2NC3=CC(=C(C=C3)F)Cl)OCCCN4CCOCC4. (5) Drug 1: CCCCC(=O)OCC(=O)C1(CC(C2=C(C1)C(=C3C(=C2O)C(=O)C4=C(C3=O)C=CC=C4OC)O)OC5CC(C(C(O5)C)O)NC(=O)C(F)(F)F)O. Drug 2: CC1C(C(CC(O1)OC2CC(CC3=C2C(=C4C(=C3O)C(=O)C5=C(C4=O)C(=CC=C5)OC)O)(C(=O)CO)O)N)O.Cl. Cell line: OVCAR-5. Synergy scores: CSS=14.7, Synergy_ZIP=-0.389, Synergy_Bliss=-1.56, Synergy_Loewe=-2.00, Synergy_HSA=-1.26. (6) Drug 1: CC(C)CN1C=NC2=C1C3=CC=CC=C3N=C2N. Drug 2: CCC1(C2=C(COC1=O)C(=O)N3CC4=CC5=C(C=CC(=C5CN(C)C)O)N=C4C3=C2)O.Cl. Cell line: NCI-H522. Synergy scores: CSS=32.8, Synergy_ZIP=-3.48, Synergy_Bliss=-2.82, Synergy_Loewe=-15.7, Synergy_HSA=-6.07. (7) Drug 1: CC1=C(C=C(C=C1)NC(=O)C2=CC=C(C=C2)CN3CCN(CC3)C)NC4=NC=CC(=N4)C5=CN=CC=C5. Drug 2: C1=CC=C(C(=C1)C(C2=CC=C(C=C2)Cl)C(Cl)Cl)Cl. Cell line: SN12C. Synergy scores: CSS=-10.0, Synergy_ZIP=6.72, Synergy_Bliss=8.92, Synergy_Loewe=-5.48, Synergy_HSA=-5.50.